From a dataset of Catalyst prediction with 721,799 reactions and 888 catalyst types from USPTO. Predict which catalyst facilitates the given reaction. (1) Reactant: [F:1][C:2]1[CH:7]=[C:6](F)[C:5]([N+:9]([O-:11])=[O:10])=[CH:4][N:3]=1.[NH:12]1[CH2:17][CH2:16][O:15][CH2:14][CH2:13]1.CCN(CC)CC. Product: [F:1][C:2]1[CH:7]=[C:6]([N:12]2[CH2:17][CH2:16][O:15][CH2:14][CH2:13]2)[C:5]([N+:9]([O-:11])=[O:10])=[CH:4][N:3]=1. The catalyst class is: 7. (2) Reactant: [NH2:1][C:2]1[CH:7]=[CH:6][CH:5]=[CH:4][CH:3]=1.Cl[C:9]1[CH:10]=[C:11]([C:15]2[CH:24]=[CH:23][C:22]3[C:17](=[CH:18][CH:19]=[CH:20][CH:21]=3)[N:16]=2)[CH:12]=[CH:13][CH:14]=1.CC(C)([O-])C.[Na+]. Product: [C:2]1([NH:1][C:13]2[CH:14]=[CH:9][CH:10]=[C:11]([C:15]3[CH:24]=[CH:23][C:22]4[C:17](=[CH:18][CH:19]=[CH:20][CH:21]=4)[N:16]=3)[CH:12]=2)[CH:7]=[CH:6][CH:5]=[CH:4][CH:3]=1. The catalyst class is: 187. (3) Reactant: C[O:2][C:3]1[CH:4]=[C:5]2[C:10](=[CH:11][CH:12]=1)[N:9]=[CH:8][C:7]([C:13]([OH:15])=[O:14])=[CH:6]2.Br. Product: [OH:2][C:3]1[CH:4]=[C:5]2[C:10](=[CH:11][CH:12]=1)[N:9]=[CH:8][C:7]([C:13]([OH:15])=[O:14])=[CH:6]2. The catalyst class is: 15. (4) Reactant: [N:1]([CH2:4][C@H:5]([CH3:29])[C@H:6]([C@H:15]1[CH2:19][O:18]C(C)(C)[N:16]1[C:22]([O:24][C:25]([CH3:28])([CH3:27])[CH3:26])=[O:23])[O:7][Si:8]([C:11]([CH3:14])([CH3:13])[CH3:12])([CH3:10])[CH3:9])=[N+:2]=[N-:3].CC1C=CC(S([O-])(=O)=O)=CC=1.C1C=C[NH+]=CC=1.CCN(C(C)C)C(C)C.CC(OC(OC(OC(C)(C)C)=O)=O)(C)C. Product: [N:1]([CH2:4][C@H:5]([CH3:29])[C@@H:6]([O:7][Si:8]([C:11]([CH3:14])([CH3:13])[CH3:12])([CH3:9])[CH3:10])[C@H:15]([NH:16][C:22](=[O:23])[O:24][C:25]([CH3:28])([CH3:26])[CH3:27])[CH2:19][OH:18])=[N+:2]=[N-:3]. The catalyst class is: 14. (5) Reactant: Br[C:2]1[CH:11]=[C:10]2[C:5]([C:6](=[O:34])[N:7]([C:26]3[CH:31]=[CH:30][C:29]([O:32][CH3:33])=[CH:28][CH:27]=3)[C:8]3([CH2:16][CH2:15][N:14]([CH2:17][C:18]4[CH:23]=[CH:22][C:21]([F:24])=[C:20]([F:25])[CH:19]=4)[CH2:13][CH2:12]3)[NH:9]2)=[CH:4][CH:3]=1.[CH3:35][C:36]1([CH3:52])[C:40]([CH3:42])([CH3:41])[O:39][B:38]([B:38]2[O:39][C:40]([CH3:42])([CH3:41])[C:36]([CH3:52])([CH3:35])[O:37]2)[O:37]1.C([O-])(=O)C.[K+].C(Cl)Cl. Product: [F:25][C:20]1[CH:19]=[C:18]([CH:23]=[CH:22][C:21]=1[F:24])[CH2:17][N:14]1[CH2:15][CH2:16][C:8]2([N:7]([C:26]3[CH:31]=[CH:30][C:29]([O:32][CH3:33])=[CH:28][CH:27]=3)[C:6](=[O:34])[C:5]3[C:10](=[CH:11][C:2]([B:38]4[O:39][C:40]([CH3:42])([CH3:41])[C:36]([CH3:52])([CH3:35])[O:37]4)=[CH:3][CH:4]=3)[NH:9]2)[CH2:12][CH2:13]1. The catalyst class is: 12. (6) Reactant: [CH2:1]([O:8][C:9]1[C:14](=[O:15])[CH:13]=[C:12]([CH3:16])[O:11][C:10]=1[C:17]([OH:19])=O)[C:2]1[CH:7]=[CH:6][CH:5]=[CH:4][CH:3]=1.C(N1C=CN=C1)(N1C=CN=C1)=O.Cl.[CH:33]1([NH2:37])[CH2:36][CH2:35][CH2:34]1.CCN(CC)CC. Product: [CH2:1]([O:8][C:9]1[C:14](=[O:15])[CH:13]=[C:12]([CH3:16])[O:11][C:10]=1[C:17]([NH:37][CH:33]1[CH2:36][CH2:35][CH2:34]1)=[O:19])[C:2]1[CH:3]=[CH:4][CH:5]=[CH:6][CH:7]=1. The catalyst class is: 3.